This data is from Catalyst prediction with 721,799 reactions and 888 catalyst types from USPTO. The task is: Predict which catalyst facilitates the given reaction. (1) Reactant: [NH2:1][C:2]1[C:7]([O:8][CH2:9][C:10]2[CH:15]=[CH:14][CH:13]=[CH:12][CH:11]=2)=[CH:6][CH:5]=[CH:4][N:3]=1.[CH3:16][C:17]([N+:24]#[C-:25])([CH3:23])[CH2:18][C:19]([CH3:22])([CH3:21])[CH3:20].[CH:26](=[O:28])[CH3:27].[C:29]([Cl:32])(=O)[CH3:30]. Product: [Cl-:32].[C:26]([N+:1]1[C:29]([CH3:30])=[C:25]([NH:24][C:17]([CH3:23])([CH3:16])[CH2:18][C:19]([CH3:22])([CH3:21])[CH3:20])[N:3]2[CH:4]=[CH:5][CH:6]=[C:7]([O:8][CH2:9][C:10]3[CH:11]=[CH:12][CH:13]=[CH:14][CH:15]=3)[C:2]=12)(=[O:28])[CH3:27]. The catalyst class is: 519. (2) Reactant: [CH3:1][C:2]([CH3:8])([CH3:7])[CH2:3][C:4](Cl)=[O:5].[I:9][C:10]1[CH:11]=[C:12]([NH:17][C:18](=[O:31])[C:19]2[CH:24]=[CH:23][C:22]([N:25]3[CH2:30][CH2:29][NH:28][CH2:27][CH2:26]3)=[N:21][CH:20]=2)[CH:13]=[CH:14][C:15]=1[CH3:16]. Product: [CH3:1][C:2]([CH3:8])([CH3:7])[CH2:3][C:4]([N:28]1[CH2:29][CH2:30][N:25]([C:22]2[CH:23]=[CH:24][C:19]([C:18]([NH:17][C:12]3[CH:13]=[CH:14][C:15]([CH3:16])=[C:10]([I:9])[CH:11]=3)=[O:31])=[CH:20][N:21]=2)[CH2:26][CH2:27]1)=[O:5]. The catalyst class is: 124. (3) Product: [Br:1][C:2]1[CH:3]=[C:4]2[C:9](=[CH:10][CH:11]=1)[CH2:8][C:7]1([C:25](=[O:26])[N:15]([CH3:14])[C:21](=[O:20])[NH:22]1)[CH2:6][CH2:5]2. The catalyst class is: 6. Reactant: [Br:1][C:2]1[CH:3]=[C:4]2[C:9](=[CH:10][CH:11]=1)[CH2:8][C:7](=O)[CH2:6][CH2:5]2.Cl.[CH3:14][NH2:15].[C-]#N.[K+].Cl.[O-:20][C:21]#[N:22].[K+].C[CH2:25][OH:26]. (4) Reactant: [O:1]=[C:2]1[NH:15][C:5]2([C:13]3[C:8](=[CH:9][CH:10]=[CH:11][CH:12]=3)[NH:7][C:6]2=[O:14])[C:4](=[O:16])[N:3]1[CH2:17][C:18]([O:20]C(C)(C)C)=[O:19].C(O)(C(F)(F)F)=O. Product: [O:1]=[C:2]1[NH:15][C:5]2([C:13]3[C:8](=[CH:9][CH:10]=[CH:11][CH:12]=3)[NH:7][C:6]2=[O:14])[C:4](=[O:16])[N:3]1[CH2:17][C:18]([OH:20])=[O:19]. The catalyst class is: 2. (5) Reactant: Br[C:2]1[CH:7]=[CH:6][C:5]([C:8](=[O:24])[CH2:9][CH:10]([CH2:16][CH2:17][C:18]2[CH:23]=[CH:22][CH:21]=[CH:20][CH:19]=2)[C:11]([O:13][CH2:14][CH3:15])=[O:12])=[CH:4][CH:3]=1.[B:25]1([B:25]2[O:29][C:28]([CH3:31])([CH3:30])[C:27]([CH3:33])([CH3:32])[O:26]2)[O:29][C:28]([CH3:31])([CH3:30])[C:27]([CH3:33])([CH3:32])[O:26]1.C([O-])(=O)C.[K+]. Product: [O:24]=[C:8]([C:5]1[CH:6]=[CH:7][C:2]([B:25]2[O:29][C:28]([CH3:31])([CH3:30])[C:27]([CH3:33])([CH3:32])[O:26]2)=[CH:3][CH:4]=1)[CH2:9][CH:10]([CH2:16][CH2:17][C:18]1[CH:23]=[CH:22][CH:21]=[CH:20][CH:19]=1)[C:11]([O:13][CH2:14][CH3:15])=[O:12]. The catalyst class is: 75. (6) Reactant: CS(O[CH:6]([CH3:29])[CH2:7][O:8][C@H:9]1[CH2:14][CH2:13][C@H:12]([C:15]2[O:16][C:17]3[CH:23]=[C:22]([O:24][CH2:25][CH:26]4[CH2:28][CH2:27]4)[CH:21]=[CH:20][C:18]=3[CH:19]=2)[CH2:11][CH2:10]1)(=O)=O.[N-:30]=[N+:31]=[N-:32].[Na+]. Product: [N:30]([CH:6]([CH3:29])[CH2:7][O:8][C@H:9]1[CH2:14][CH2:13][C@H:12]([C:15]2[O:16][C:17]3[CH:23]=[C:22]([O:24][CH2:25][CH:26]4[CH2:28][CH2:27]4)[CH:21]=[CH:20][C:18]=3[CH:19]=2)[CH2:11][CH2:10]1)=[N+:31]=[N-:32]. The catalyst class is: 3. (7) Reactant: [N+:1]1([O-:13])[C:10]2[C:5](=[CH:6][CH:7]=[CH:8][CH:9]=2)[C:4]([CH:11]=O)=[CH:3][CH:2]=1.[NH2:14][C:15]1[CH:19]=[CH:18][S:17][C:16]=1[C:20]([NH:22][C:23]1[CH:28]=[CH:27][C:26]([O:29][C:30]([F:33])([F:32])[F:31])=[CH:25][CH:24]=1)=[O:21].FC(F)(F)C(O)=O.C([SiH](CC)CC)C.[OH-].[Na+]. Product: [O-:13][N+:1]1[C:10]2[C:5](=[CH:6][CH:7]=[CH:8][CH:9]=2)[C:4]([CH2:11][NH:14][C:15]2[CH:19]=[CH:18][S:17][C:16]=2[C:20]([NH:22][C:23]2[CH:24]=[CH:25][C:26]([O:29][C:30]([F:33])([F:31])[F:32])=[CH:27][CH:28]=2)=[O:21])=[CH:3][CH:2]=1. The catalyst class is: 229.